From a dataset of Forward reaction prediction with 1.9M reactions from USPTO patents (1976-2016). Predict the product of the given reaction. (1) Given the reactants C([N-]C(C)C)(C)C.[Li+].C1COCC1.CCCCCCC.[F:21][C:22]1[CH:23]=[CH:24][C:25]([O:30][CH3:31])=[C:26]([CH:29]=1)[CH:27]=[O:28].[CH3:32][N:33]([CH3:36])[CH:34]=[S:35], predict the reaction product. The product is: [F:21][C:22]1[CH:23]=[CH:24][C:25]([O:30][CH3:31])=[C:26]([CH:27]([OH:28])[C:34](=[S:35])[N:33]([CH3:36])[CH3:32])[CH:29]=1. (2) Given the reactants [H-].[H-].[H-].[H-].[Li+].[Al+3].C[O:8][C:9](=O)[C:10]1[CH:15]=[CH:14][CH:13]=[C:12]([CH2:16][N:17]2[CH:21]=[C:20]([C:22]3[CH:27]=[CH:26][CH:25]=[CH:24][CH:23]=3)[N:19]=[N:18]2)[CH:11]=1, predict the reaction product. The product is: [C:22]1([C:20]2[N:19]=[N:18][N:17]([CH2:16][C:12]3[CH:11]=[C:10]([CH2:9][OH:8])[CH:15]=[CH:14][CH:13]=3)[CH:21]=2)[CH:27]=[CH:26][CH:25]=[CH:24][CH:23]=1. (3) Given the reactants [Br:1][C:2]1[N:3]=[C:4]([C@@H:13]2[CH2:18][CH2:17][CH2:16][N:15]([C:19]([O:21][CH2:22][C:23]3[CH:28]=[CH:27][CH:26]=[CH:25][CH:24]=3)=[O:20])[CH2:14]2)[N:5]2[C:10]([F:11])=[CH:9][N:8]=[C:7](Cl)[C:6]=12.C(O)(C)C.[NH3:33], predict the reaction product. The product is: [NH2:33][C:7]1[C:6]2[N:5]([C:4]([C@@H:13]3[CH2:18][CH2:17][CH2:16][N:15]([C:19]([O:21][CH2:22][C:23]4[CH:28]=[CH:27][CH:26]=[CH:25][CH:24]=4)=[O:20])[CH2:14]3)=[N:3][C:2]=2[Br:1])[C:10]([F:11])=[CH:9][N:8]=1.